The task is: Predict the product of the given reaction.. This data is from Forward reaction prediction with 1.9M reactions from USPTO patents (1976-2016). (1) The product is: [Br:9][CH2:2][C:1]([C:4]1[S:5][CH:6]=[CH:7][CH:8]=1)=[O:3]. Given the reactants [C:1]([C:4]1[S:5][CH:6]=[CH:7][CH:8]=1)(=[O:3])[CH3:2].[Br-:9].[Br-].[Br-].C([N+](CCCC)(CCCC)CCCC)CCC.C([N+](CCCC)(CCCC)CCCC)CCC.C([N+](CCCC)(CCCC)CCCC)CCC, predict the reaction product. (2) Given the reactants C([O:3][C:4](=[O:35])[CH:5]([C:9]1[C:14]([F:15])=[CH:13][C:12]([O:16][Si](C(C)(C)C)(C2C=CC=CC=2)C2C=CC=CC=2)=[CH:11][C:10]=1[F:34])[O:6][CH2:7][CH3:8])C.C1COCC1.CO.O[Li].O, predict the reaction product. The product is: [F:15][C:14]1[CH:13]=[C:12]([OH:16])[CH:11]=[C:10]([F:34])[C:9]=1[CH:5]([O:6][CH2:7][CH3:8])[C:4]([OH:35])=[O:3]. (3) Given the reactants N[C:2]1[C:3](Cl)=[N:4]C=[C:6]([C:8]([F:11])([F:10])[F:9])[CH:7]=1.[C:13](=O)([O-])[O-].[Cs+].[Cs+].[CH3:19][NH2:20].[Cl-].[NH4+:22], predict the reaction product. The product is: [CH3:19][NH:20][C:13]1[C:3]([NH2:4])=[CH:2][CH:7]=[C:6]([C:8]([F:9])([F:10])[F:11])[N:22]=1. (4) Given the reactants [C:1]([OH:18])(=O)[CH2:2][CH2:3][CH2:4][CH2:5][CH2:6][CH2:7][CH2:8][CH2:9][CH2:10][CH2:11][CH2:12][CH2:13][CH2:14][CH2:15][CH3:16].[CH3:19][C:20]1[N:21]=[C:22]([NH2:31])[S:23][C:24]=1[CH2:25][CH2:26][O:27][N+:28]([O-:30])=[O:29], predict the reaction product. The product is: [CH3:19][C:20]1[N:21]=[C:22]([NH:31][C:1](=[O:18])[CH2:2][CH2:3][CH2:4][CH2:5][CH2:6][CH2:7][CH2:8][CH2:9][CH2:10][CH2:11][CH2:12][CH2:13][CH2:14][CH2:15][CH3:16])[S:23][C:24]=1[CH2:25][CH2:26][O:27][N+:28]([O-:30])=[O:29].